Task: Predict the product of the given reaction.. Dataset: Forward reaction prediction with 1.9M reactions from USPTO patents (1976-2016) (1) Given the reactants [CH3:1][N:2]1[CH:6]=[C:5]([C:7]2[CH:12]=[CH:11]C=CN=2)[C:4]([C:13]2[CH:18]=[CH:17][C:16]([OH:19])=[CH:15][CH:14]=2)=[N:3]1.C1(P([C:33]2[CH:38]=CC=CC=2)C2C=CC=CC=2)C=CC=CC=1.[CH3:39][N:40]1[C:44]2[CH:45]=[CH:46][CH:47]=[CH:48][C:43]=2[N:42]=[C:41]1[CH2:49]O.[N:51](C(OC(C)(C)C)=O)=NC(OC(C)(C)C)=O.[OH-].[Na+], predict the reaction product. The product is: [CH3:39][N:40]1[C:44]2[CH:45]=[CH:46][CH:47]=[CH:48][C:43]=2[N:42]=[C:41]1[CH2:49][O:19][C:16]1[CH:15]=[CH:14][C:13]([C:4]2[C:5]([C:7]3[CH:12]=[CH:11][N:51]=[CH:38][CH:33]=3)=[CH:6][N:2]([CH3:1])[N:3]=2)=[CH:18][CH:17]=1. (2) Given the reactants [CH2:1]([C@@H:3]1[CH2:8][CH2:7][C@H:6]([O:9][C:10]2[C:11]([C:34]([F:37])([F:36])[F:35])=[C:12]3[C:17](=[CH:18][CH:19]=2)[N:16]=[C:15]([NH:20][CH:21]2[CH:26]4[CH2:27][CH2:28][CH2:29][CH:22]2[CH2:23][CH:24]([C:30]([O:32]C)=[O:31])[CH2:25]4)[CH:14]=[CH:13]3)[CH2:5][CH2:4]1)[CH3:2].[OH-].[Na+].O.Cl, predict the reaction product. The product is: [CH2:1]([C@@H:3]1[CH2:4][CH2:5][C@H:6]([O:9][C:10]2[C:11]([C:34]([F:37])([F:35])[F:36])=[C:12]3[C:17](=[CH:18][CH:19]=2)[N:16]=[C:15]([NH:20][CH:21]2[CH:22]4[CH2:29][CH2:28][CH2:27][CH:26]2[CH2:25][CH:24]([C:30]([OH:32])=[O:31])[CH2:23]4)[CH:14]=[CH:13]3)[CH2:7][CH2:8]1)[CH3:2].